From a dataset of Full USPTO retrosynthesis dataset with 1.9M reactions from patents (1976-2016). Predict the reactants needed to synthesize the given product. (1) Given the product [C:1]([NH:4][C:5]([CH2:17][CH2:18][C:19]1[CH:24]=[CH:23][CH:22]=[CH:21][N:20]=1)([CH2:13][CH2:14][CH2:15][CH2:16][B:28]1[O:29][C:30]([CH3:32])([CH3:31])[C:26]([CH3:33])([CH3:25])[O:27]1)[C:6]([NH:8][C:9]([CH3:12])([CH3:11])[CH3:10])=[O:7])(=[O:3])[CH3:2], predict the reactants needed to synthesize it. The reactants are: [C:1]([NH:4][C:5]([CH2:17][CH2:18][C:19]1[CH:24]=[CH:23][CH:22]=[CH:21][N:20]=1)([CH2:13][CH2:14][CH:15]=[CH2:16])[C:6]([NH:8][C:9]([CH3:12])([CH3:11])[CH3:10])=[O:7])(=[O:3])[CH3:2].[CH3:25][C:26]1([CH3:33])[C:30]([CH3:32])([CH3:31])[O:29][BH:28][O:27]1.O. (2) Given the product [C:3]([C:7]1[CH:12]=[CH:11][CH:10]=[CH:9][C:8]=1[N:13]1[CH2:18][CH2:17][N:16]([C:25]([C:24]2[CH:28]=[CH:29][C:21]([C:19]#[N:20])=[CH:22][CH:23]=2)=[O:26])[CH2:15][CH2:14]1)([CH3:6])([CH3:4])[CH3:5], predict the reactants needed to synthesize it. The reactants are: Cl.Cl.[C:3]([C:7]1[CH:12]=[CH:11][CH:10]=[CH:9][C:8]=1[N:13]1[CH2:18][CH2:17][NH:16][CH2:15][CH2:14]1)([CH3:6])([CH3:5])[CH3:4].[C:19]([C:21]1[CH:29]=[CH:28][C:24]([C:25](Cl)=[O:26])=[CH:23][CH:22]=1)#[N:20].C(N(CC)CC)C.O1CCCC1.